This data is from NCI-60 drug combinations with 297,098 pairs across 59 cell lines. The task is: Regression. Given two drug SMILES strings and cell line genomic features, predict the synergy score measuring deviation from expected non-interaction effect. (1) Drug 1: C1C(C(OC1N2C=C(C(=O)NC2=O)F)CO)O. Drug 2: C1C(C(OC1N2C=NC3=C(N=C(N=C32)Cl)N)CO)O. Cell line: HOP-92. Synergy scores: CSS=42.3, Synergy_ZIP=-17.7, Synergy_Bliss=-9.90, Synergy_Loewe=-2.94, Synergy_HSA=-1.52. (2) Drug 1: C1CN1P(=S)(N2CC2)N3CC3. Drug 2: CC1=C2C(C(=O)C3(C(CC4C(C3C(C(C2(C)C)(CC1OC(=O)C(C(C5=CC=CC=C5)NC(=O)OC(C)(C)C)O)O)OC(=O)C6=CC=CC=C6)(CO4)OC(=O)C)O)C)O. Cell line: UACC-257. Synergy scores: CSS=4.28, Synergy_ZIP=0.769, Synergy_Bliss=3.17, Synergy_Loewe=-1.78, Synergy_HSA=-0.805. (3) Drug 1: CC12CCC(CC1=CCC3C2CCC4(C3CC=C4C5=CN=CC=C5)C)O. Drug 2: CCN(CC)CCCC(C)NC1=C2C=C(C=CC2=NC3=C1C=CC(=C3)Cl)OC. Cell line: SW-620. Synergy scores: CSS=48.3, Synergy_ZIP=5.49, Synergy_Bliss=8.57, Synergy_Loewe=1.02, Synergy_HSA=7.10. (4) Drug 1: CC1=C(C=C(C=C1)C(=O)NC2=CC(=CC(=C2)C(F)(F)F)N3C=C(N=C3)C)NC4=NC=CC(=N4)C5=CN=CC=C5. Drug 2: CCCCCOC(=O)NC1=NC(=O)N(C=C1F)C2C(C(C(O2)C)O)O. Cell line: UACC62. Synergy scores: CSS=1.96, Synergy_ZIP=-1.38, Synergy_Bliss=-0.781, Synergy_Loewe=0.0489, Synergy_HSA=0.0487. (5) Drug 1: C1=CC(=C2C(=C1NCCNCCO)C(=O)C3=C(C=CC(=C3C2=O)O)O)NCCNCCO. Drug 2: C1=NC2=C(N1)C(=S)N=C(N2)N. Cell line: NCI/ADR-RES. Synergy scores: CSS=28.1, Synergy_ZIP=-2.70, Synergy_Bliss=-3.18, Synergy_Loewe=-1.11, Synergy_HSA=-0.479. (6) Drug 1: CC1=C(C=C(C=C1)NC2=NC=CC(=N2)N(C)C3=CC4=NN(C(=C4C=C3)C)C)S(=O)(=O)N.Cl. Drug 2: C1CN(P(=O)(OC1)NCCCl)CCCl. Cell line: SN12C. Synergy scores: CSS=1.84, Synergy_ZIP=-0.608, Synergy_Bliss=0.482, Synergy_Loewe=-3.50, Synergy_HSA=0.0383. (7) Drug 2: C(CCl)NC(=O)N(CCCl)N=O. Synergy scores: CSS=14.7, Synergy_ZIP=-6.33, Synergy_Bliss=0.762, Synergy_Loewe=-9.36, Synergy_HSA=-0.0652. Drug 1: CC1C(C(CC(O1)OC2CC(CC3=C2C(=C4C(=C3O)C(=O)C5=C(C4=O)C(=CC=C5)OC)O)(C(=O)C)O)N)O.Cl. Cell line: NCI-H522. (8) Drug 1: C1CCC(C1)C(CC#N)N2C=C(C=N2)C3=C4C=CNC4=NC=N3. Drug 2: C(CC(=O)O)C(=O)CN.Cl. Cell line: SN12C. Synergy scores: CSS=-1.53, Synergy_ZIP=-5.30, Synergy_Bliss=-11.7, Synergy_Loewe=-11.6, Synergy_HSA=-11.1.